From a dataset of Cav3 T-type calcium channel HTS with 100,875 compounds. Binary Classification. Given a drug SMILES string, predict its activity (active/inactive) in a high-throughput screening assay against a specified biological target. (1) The compound is S(=O)(=O)(N1CCCCC1)c1cc(ccc1)C(=O)Nc1ncccc1. The result is 0 (inactive). (2) The compound is S(=O)(=O)(N1CCCC1)c1cc(C(=O)N2CCN(CC2)c2c(F)cccc2)ccc1. The result is 0 (inactive). (3) The result is 0 (inactive). The drug is O=C(N1CCCCCC1)C1C(N(C(=O)CC1)c1ccc(OC)cc1)c1cc(OC)c(OC)cc1. (4) The molecule is S1c2c(nc(SCC(=O)Nc3cc4OCCOc4cc3)n(c2=O)c2ccc(OCC)cc2)CC1. The result is 0 (inactive). (5) The result is 0 (inactive). The drug is O(c1c2c(n(CC)c(=O)c1)cccc2)CC(=O)N(CCC)CCC. (6) The drug is S(=O)(=O)(N1CCOCC1)c1cc2c(oc(c2C)C(=O)NCCc2cc(OC)c(OC)cc2)cc1. The result is 0 (inactive). (7) The molecule is Brc1oc(C(=O)NCCc2nc(sc2)c2cccnc2)cc1. The result is 0 (inactive).